Dataset: Forward reaction prediction with 1.9M reactions from USPTO patents (1976-2016). Task: Predict the product of the given reaction. (1) Given the reactants [Br:1][C:2]1[CH:3]=[CH:4][C:5]([O:10][C@@H:11]2[CH:16]=[CH:15][CH2:14][O:13][CH2:12]2)=[C:6]([CH:9]=1)[CH:7]=O.Cl.[NH2:18][OH:19].O.O.O.C([O-])(=O)C.[Na+], predict the reaction product. The product is: [Br:1][C:2]1[CH:3]=[CH:4][C:5]([O:10][C@@H:11]2[CH:16]=[CH:15][CH2:14][O:13][CH2:12]2)=[C:6]([CH:9]=1)[CH:7]=[N:18][OH:19]. (2) Given the reactants IC.[C:3](=O)([O-])[O-].[Cs+].[Cs+].[F:9][C:10]1[CH:15]=[C:14]([O:16][CH2:17][C:18]2[CH:23]=[CH:22][CH:21]=[CH:20][CH:19]=2)[C:13]([OH:24])=[C:12]([CH2:25][OH:26])[CH:11]=1.O, predict the reaction product. The product is: [F:9][C:10]1[CH:15]=[C:14]([O:16][CH2:17][C:18]2[CH:23]=[CH:22][CH:21]=[CH:20][CH:19]=2)[C:13]([O:24][CH3:3])=[C:12]([CH2:25][OH:26])[CH:11]=1.